Dataset: Forward reaction prediction with 1.9M reactions from USPTO patents (1976-2016). Task: Predict the product of the given reaction. (1) Given the reactants [Br:1][C:2]1[CH:7]=[CH:6][C:5]([C:8]2[CH:16]=[CH:15][CH:14]=[C:13]3[C:9]=2[CH2:10][C:11](=[O:17])[NH:12]3)=[CH:4][CH:3]=1.[CH3:18][C@H:19]1[NH:24][C@@H:23]([CH3:25])[CH2:22][N:21]([C:26]([C:28]2[C:29]([CH3:36])=[C:30]([CH:34]=O)[NH:31][C:32]=2[CH3:33])=[O:27])[CH2:20]1, predict the reaction product. The product is: [Br:1][C:2]1[CH:3]=[CH:4][C:5]([C:8]2[CH:16]=[CH:15][CH:14]=[C:13]3[C:9]=2[C:10](=[CH:34][C:30]2[NH:31][C:32]([CH3:33])=[C:28]([C:26]([N:21]4[CH2:20][C@H:19]([CH3:18])[NH:24][C@H:23]([CH3:25])[CH2:22]4)=[O:27])[C:29]=2[CH3:36])[C:11](=[O:17])[NH:12]3)=[CH:6][CH:7]=1. (2) Given the reactants [F:1][C:2]1[C:3]([C:10]2[CH:33]=[CH:32][C:13]([CH2:14][O:15][C:16]3[CH:24]=[C:23]4[C:19]([CH2:20][CH2:21][C@@:22]54[CH2:26][C@H:25]5[C:27]([O:29]CC)=[O:28])=[CH:18][CH:17]=3)=[CH:12][C:11]=2[C:34]([CH3:38])([CH:36]=[CH2:37])[CH3:35])=[CH:4][C:5]([O:8][CH3:9])=[N:6][CH:7]=1.[OH-].[Li+], predict the reaction product. The product is: [F:1][C:2]1[C:3]([C:10]2[CH:33]=[CH:32][C:13]([CH2:14][O:15][C:16]3[CH:24]=[C:23]4[C:19]([CH2:20][CH2:21][C@@:22]54[CH2:26][C@H:25]5[C:27]([OH:29])=[O:28])=[CH:18][CH:17]=3)=[CH:12][C:11]=2[C:34]([CH3:38])([CH:36]=[CH2:37])[CH3:35])=[CH:4][C:5]([O:8][CH3:9])=[N:6][CH:7]=1.